From a dataset of Full USPTO retrosynthesis dataset with 1.9M reactions from patents (1976-2016). Predict the reactants needed to synthesize the given product. Given the product [F:9][C:10]1[CH:15]=[CH:14][C:13]([CH:7]([C:6]2[N:2]([CH3:1])[CH:3]=[N:4][CH:5]=2)[OH:8])=[CH:12][CH:11]=1, predict the reactants needed to synthesize it. The reactants are: [CH3:1][N:2]1[C:6]([CH:7]=[O:8])=[CH:5][N:4]=[CH:3]1.[F:9][C:10]1[CH:15]=[CH:14][C:13]([Mg]Br)=[CH:12][CH:11]=1.